Dataset: NCI-60 drug combinations with 297,098 pairs across 59 cell lines. Task: Regression. Given two drug SMILES strings and cell line genomic features, predict the synergy score measuring deviation from expected non-interaction effect. (1) Drug 1: CC1=C(C(CCC1)(C)C)C=CC(=CC=CC(=CC(=O)O)C)C. Drug 2: C1C(C(OC1N2C=NC(=NC2=O)N)CO)O. Cell line: HT29. Synergy scores: CSS=15.2, Synergy_ZIP=2.40, Synergy_Bliss=5.30, Synergy_Loewe=8.93, Synergy_HSA=6.81. (2) Drug 1: CS(=O)(=O)C1=CC(=C(C=C1)C(=O)NC2=CC(=C(C=C2)Cl)C3=CC=CC=N3)Cl. Drug 2: C1=CN(C(=O)N=C1N)C2C(C(C(O2)CO)O)O.Cl. Cell line: HCT116. Synergy scores: CSS=46.9, Synergy_ZIP=0.600, Synergy_Bliss=-0.165, Synergy_Loewe=-37.5, Synergy_HSA=-0.125.